From a dataset of Catalyst prediction with 721,799 reactions and 888 catalyst types from USPTO. Predict which catalyst facilitates the given reaction. (1) Reactant: [C:1]1([CH:7]([C:11]2[CH:16]=[CH:15][CH:14]=[CH:13][CH:12]=2)[CH2:8][CH2:9][NH2:10])[CH:6]=[CH:5][CH:4]=[CH:3][CH:2]=1.[O:17]=[C:18]1[C:22]([C:29]2[CH:34]=[CH:33][CH:32]=[CH:31][CH:30]=2)([C:23]2[CH:28]=[CH:27][CH:26]=[CH:25][CH:24]=2)[CH2:21][CH2:20][N:19]1[CH2:35][C:36](O)=[O:37].Cl.C(N=C=NCCCN(C)C)C. Product: [C:11]1([CH:7]([C:1]2[CH:2]=[CH:3][CH:4]=[CH:5][CH:6]=2)[CH2:8][CH2:9][NH:10][C:36](=[O:37])[CH2:35][N:19]2[CH2:20][CH2:21][C:22]([C:23]3[CH:28]=[CH:27][CH:26]=[CH:25][CH:24]=3)([C:29]3[CH:34]=[CH:33][CH:32]=[CH:31][CH:30]=3)[C:18]2=[O:17])[CH:12]=[CH:13][CH:14]=[CH:15][CH:16]=1. The catalyst class is: 112. (2) Reactant: [N+:1]([C:4]1[CH:5]=[C:6]([C:10]2[C:18]3[O:17][CH2:16][CH:15]([C:19]4[CH:24]=[CH:23][C:22]([CH:25]([CH3:27])[CH3:26])=[CH:21][CH:20]=4)[C:14]=3[C:13]([CH3:28])=[C:12]([NH:29][C:30](=[O:36])[CH2:31][C:32]([CH3:35])([CH3:34])[CH3:33])[C:11]=2[CH3:37])[CH:7]=[CH:8][CH:9]=1)([O-])=O.C([O-])=O.[NH4+]. Product: [NH2:1][C:4]1[CH:5]=[C:6]([C:10]2[C:18]3[O:17][CH2:16][CH:15]([C:19]4[CH:24]=[CH:23][C:22]([CH:25]([CH3:26])[CH3:27])=[CH:21][CH:20]=4)[C:14]=3[C:13]([CH3:28])=[C:12]([NH:29][C:30](=[O:36])[CH2:31][C:32]([CH3:35])([CH3:34])[CH3:33])[C:11]=2[CH3:37])[CH:7]=[CH:8][CH:9]=1. The catalyst class is: 29.